From a dataset of Reaction yield outcomes from USPTO patents with 853,638 reactions. Predict the reaction yield, written as a fraction of the theoretical maximum amount of product (1.0 means a 100% yield; for example, 0.34 means a 34% yield). (1) The reactants are [Si]([C:8]1[O:9][C:10]2[CH:30]=[C:29]([O:31][CH3:32])[CH:28]=[CH:27][C:11]=2[C:12]=1[C:13](=[O:26])[C:14]1[CH:19]=[C:18]([O:20][CH3:21])[C:17]([O:22][CH3:23])=[C:16]([O:24][CH3:25])[CH:15]=1)(C(C)(C)C)(C)C.[Br:33]Br. The catalyst is ClCCCl. The product is [Br:33][C:8]1[O:9][C:10]2[CH:30]=[C:29]([O:31][CH3:32])[CH:28]=[CH:27][C:11]=2[C:12]=1[C:13](=[O:26])[C:14]1[CH:19]=[C:18]([O:20][CH3:21])[C:17]([O:22][CH3:23])=[C:16]([O:24][CH3:25])[CH:15]=1. The yield is 0.370. (2) The reactants are [F:1][C:2]1[CH:3]=[C:4]([CH:30]=[C:31]([F:33])[CH:32]=1)[CH2:5][C@H:6]([NH:22][C:23](=O)[O:24]C(C)(C)C)[C@H:7]([OH:21])[CH2:8][NH:9][CH:10]1[C:19]2[C:14](=[CH:15][CH:16]=[C:17]([I:20])[CH:18]=2)[O:13][CH2:12][CH2:11]1.[CH3:34]CN(CC)CC.C(C1NC=CN=1)(=O)C. The catalyst is C(O)(C(F)(F)F)=O.C(Cl)Cl.C(Cl)Cl. The product is [F:1][C:2]1[CH:3]=[C:4]([CH:30]=[C:31]([F:33])[CH:32]=1)[CH2:5][C@H:6]([NH:22][C:23](=[O:24])[CH3:34])[C@H:7]([OH:21])[CH2:8][NH:9][CH:10]1[C:19]2[C:14](=[CH:15][CH:16]=[C:17]([I:20])[CH:18]=2)[O:13][CH2:12][CH2:11]1. The yield is 0.920. (3) The reactants are [C:1]([O:5][C:6](=[O:44])[NH:7][C:8]1[CH:9]=[C:10]2[CH:16]=[C:15]([C:17]([C:25]3[CH:30]=[CH:29][C:28]([S:31]([CH3:34])(=[O:33])=[O:32])=[CH:27][CH:26]=3)=[CH:18][CH:19]3[CH2:24][CH2:23][O:22][CH2:21][CH2:20]3)[N:14](S(C3C=CC=CC=3)(=O)=O)[C:11]2=[N:12][CH:13]=1)([CH3:4])([CH3:3])[CH3:2].[F-].C([N+](CCCC)(CCCC)CCCC)CCC.O1CCCC1. The catalyst is [Cl-].[Na+].O. The product is [C:1]([O:5][C:6](=[O:44])[NH:7][C:8]1[CH:9]=[C:10]2[CH:16]=[C:15]([C:17]([C:25]3[CH:26]=[CH:27][C:28]([S:31]([CH3:34])(=[O:33])=[O:32])=[CH:29][CH:30]=3)=[CH:18][CH:19]3[CH2:20][CH2:21][O:22][CH2:23][CH2:24]3)[NH:14][C:11]2=[N:12][CH:13]=1)([CH3:3])([CH3:4])[CH3:2]. The yield is 1.00. (4) The reactants are CN1CCOCC1.[CH3:8][S:9](Cl)(=[O:11])=[O:10].ClCCl.Cl.[Cl:17][C:18]1[CH:23]=[CH:22][C:21]([S:24]([CH:27]([C:32]2[CH:37]=[C:36]([F:38])[CH:35]=[CH:34][C:33]=2[F:39])[CH2:28][CH2:29][CH2:30][NH2:31])(=[O:26])=[O:25])=[CH:20][CH:19]=1. The catalyst is C(OCC)(=O)C.CCCCCC.CCCCCC. The product is [Cl:17][C:18]1[CH:19]=[CH:20][C:21]([S:24]([CH:27]([C:32]2[CH:37]=[C:36]([F:38])[CH:35]=[CH:34][C:33]=2[F:39])[CH2:28][CH2:29][CH2:30][NH:31][S:9]([CH3:8])(=[O:11])=[O:10])(=[O:26])=[O:25])=[CH:22][CH:23]=1. The yield is 0.810. (5) The reactants are [Cl:1][C:2]1[CH:8]=[C:7](I)[CH:6]=[CH:5][C:3]=1[NH2:4].[CH3:10][PH:11](=[O:13])[CH3:12].P([O-])([O-])([O-])=O.[K+].[K+].[K+]. The catalyst is CN(C=O)C.C([O-])(=O)C.[Pd+2].C([O-])(=O)C.CC1(C)C2C(=C(P(C3C=CC=CC=3)C3C=CC=CC=3)C=CC=2)OC2C(P(C3C=CC=CC=3)C3C=CC=CC=3)=CC=CC1=2. The product is [Cl:1][C:2]1[CH:8]=[C:7]([P:11]([CH3:12])([CH3:10])=[O:13])[CH:6]=[CH:5][C:3]=1[NH2:4]. The yield is 0.830. (6) The reactants are [CH3:1][NH:2][C:3]1[C:12]2[C:7](=[CH:8][CH:9]=[C:10]([CH2:13][NH:14]C(=O)OC(C)(C)C)[CH:11]=2)[N:6]=[C:5]([C:22]2[CH:23]=[N:24][CH:25]=[CH:26][CH:27]=2)[N:4]=1.C(O)(C(F)(F)F)=O. The catalyst is CO. The product is [NH2:14][CH2:13][C:10]1[CH:11]=[C:12]2[C:7](=[CH:8][CH:9]=1)[N:6]=[C:5]([C:22]1[CH:23]=[N:24][CH:25]=[CH:26][CH:27]=1)[N:4]=[C:3]2[NH:2][CH3:1]. The yield is 0.670. (7) The reactants are C([N:9]1[CH2:22][CH2:21][C:20]2[C:19]3[C:18]([C:23]4[CH:28]=[CH:27][CH:26]=[CH:25][C:24]=4[O:29][C:30]([F:33])([F:32])[F:31])=[CH:17][CH:16]=[CH:15][C:14]=3[NH:13][C:12]=2[CH2:11][CH2:10]1)(=O)C1C=CC=CC=1.C(O)CO.[OH-].[K+].CCOC(C)=O. The catalyst is O. The product is [F:33][C:30]([F:31])([F:32])[O:29][C:24]1[CH:25]=[CH:26][CH:27]=[CH:28][C:23]=1[C:18]1[C:19]2[C:20]3[CH2:21][CH2:22][NH:9][CH2:10][CH2:11][C:12]=3[NH:13][C:14]=2[CH:15]=[CH:16][CH:17]=1. The yield is 0.690.